Dataset: Peptide-MHC class I binding affinity with 185,985 pairs from IEDB/IMGT. Task: Regression. Given a peptide amino acid sequence and an MHC pseudo amino acid sequence, predict their binding affinity value. This is MHC class I binding data. (1) The peptide sequence is LVFNSISARA. The MHC is HLA-A02:02 with pseudo-sequence HLA-A02:02. The binding affinity (normalized) is 0.339. (2) The peptide sequence is QVGIFLICK. The MHC is HLA-B08:01 with pseudo-sequence HLA-B08:01. The binding affinity (normalized) is 0.0847. (3) The peptide sequence is FPVRPQVPLR. The MHC is HLA-B58:01 with pseudo-sequence HLA-B58:01. The binding affinity (normalized) is 0. (4) The peptide sequence is AERKQREAL. The MHC is Mamu-B01 with pseudo-sequence Mamu-B01. The binding affinity (normalized) is 0. (5) The binding affinity (normalized) is 0. The MHC is H-2-Db with pseudo-sequence H-2-Db. The peptide sequence is VASILATL. (6) The peptide sequence is DPKVYPIIL. The MHC is HLA-B51:01 with pseudo-sequence HLA-B51:01. The binding affinity (normalized) is 0. (7) The peptide sequence is LQYNTFLQY. The MHC is HLA-A02:19 with pseudo-sequence HLA-A02:19. The binding affinity (normalized) is 0.0847.